Dataset: Forward reaction prediction with 1.9M reactions from USPTO patents (1976-2016). Task: Predict the product of the given reaction. (1) Given the reactants C(O)(C(F)(F)F)=O.C(OC(=O)[NH:14][C@H:15]([C:17]1[N:21]([CH3:22])[C:20]2[C:23]([Br:28])=[C:24]([F:27])[CH:25]=[CH:26][C:19]=2[N:18]=1)[CH3:16])(C)(C)C, predict the reaction product. The product is: [Br:28][C:23]1[C:20]2[N:21]([CH3:22])[C:17]([C@@H:15]([NH2:14])[CH3:16])=[N:18][C:19]=2[CH:26]=[CH:25][C:24]=1[F:27]. (2) The product is: [ClH:30].[NH:34]1[CH2:35][CH2:36][N:32]=[C:33]1[C:37]1[CH:38]=[CH:39][C:40]([CH2:43][CH2:44][NH:45][C:27](=[O:28])[CH2:26][CH:25]2[C:24]3[C:19](=[CH:20][CH:21]=[CH:22][CH:23]=3)[C:18]3[CH:17]=[CH:16][CH:15]=[CH:14][C:13]=3[N:12]2[S:9]([C:6]2[CH:7]=[CH:8][C:3]([O:2][CH3:1])=[CH:4][CH:5]=2)(=[O:11])=[O:10])=[CH:41][CH:42]=1. Given the reactants [CH3:1][O:2][C:3]1[CH:8]=[CH:7][C:6]([S:9]([N:12]2[CH:25]([CH2:26][C:27](O)=[O:28])[C:24]3[C:19](=[CH:20][CH:21]=[CH:22][CH:23]=3)[C:18]3[CH:17]=[CH:16][CH:15]=[CH:14][C:13]2=3)(=[O:11])=[O:10])=[CH:5][CH:4]=1.[ClH:30].Cl.[NH:32]1[CH2:36][CH2:35][N:34]=[C:33]1[C:37]1[CH:42]=[CH:41][C:40]([CH2:43][CH2:44][NH2:45])=[CH:39][CH:38]=1, predict the reaction product. (3) Given the reactants Cl[C:2]1[CH:3]=[N:4][CH:5]=[C:6]([Cl:17])[C:7]=1[N:8]1[CH2:13][CH2:12][CH:11]([C:14]([NH2:16])=[O:15])[CH2:10][CH2:9]1.[CH3:18][S:19][C:20]1[N:25]=[CH:24][C:23](B(O)O)=[CH:22][N:21]=1.C(=O)([O-])[O-].[Na+].[Na+], predict the reaction product. The product is: [Cl:17][C:6]1[CH:5]=[N:4][CH:3]=[C:2]([C:23]2[CH:22]=[N:21][C:20]([S:19][CH3:18])=[N:25][CH:24]=2)[C:7]=1[N:8]1[CH2:13][CH2:12][CH:11]([C:14]([NH2:16])=[O:15])[CH2:10][CH2:9]1. (4) Given the reactants [Cl:1][C:2]1[N:7]=[C:6](Cl)[C:5]([CH3:9])=[CH:4][N:3]=1.[NH2:10][CH:11]1[C:15]2([CH2:19][CH2:18][CH2:17][CH2:16]2)[CH2:14][N:13]([C:20]([O:22][C:23]([CH3:26])([CH3:25])[CH3:24])=[O:21])[CH2:12]1.CCN(CC)CC, predict the reaction product. The product is: [Cl:1][C:2]1[N:7]=[C:6]([NH:10][CH:11]2[C:15]3([CH2:19][CH2:18][CH2:17][CH2:16]3)[CH2:14][N:13]([C:20]([O:22][C:23]([CH3:26])([CH3:25])[CH3:24])=[O:21])[CH2:12]2)[C:5]([CH3:9])=[CH:4][N:3]=1.